This data is from Full USPTO retrosynthesis dataset with 1.9M reactions from patents (1976-2016). The task is: Predict the reactants needed to synthesize the given product. (1) Given the product [Cl:39][C:26]1[C:27]([CH2:29][C:30]2[CH:31]=[CH:32][C:33]([CH:36]3[CH2:38][CH2:37]3)=[CH:34][CH:35]=2)=[CH:28][C:19]([C@H:8]2[C@H:9]([OH:15])[C@@H:10]([OH:11])[C@H:5]([OH:4])[C@@H:6]([CH2:40][OH:41])[O:7]2)=[C:20]2[C:25]=1[O:24][CH2:23][CH2:22][CH2:21]2, predict the reactants needed to synthesize it. The reactants are: C([O:4][C@H:5]1[C@H:10]([O:11]C(=O)C)[C@@H:9]([O:15]C(=O)C)[C@H:8]([C:19]2[CH:28]=[C:27]([CH2:29][C:30]3[CH:35]=[CH:34][C:33]([CH:36]4[CH2:38][CH2:37]4)=[CH:32][CH:31]=3)[C:26]([Cl:39])=[C:25]3[C:20]=2[CH2:21][CH2:22][CH2:23][O:24]3)[O:7][C@@H:6]1[CH2:40][O:41]C(=O)C)(=O)C.C[O-].[Na+].CC(O)=O. (2) Given the product [O:7]1[C:11]2[CH:12]=[CH:13][C:14]([CH2:16][C:17]([C:4]3[S:5][CH:6]=[C:2]([CH3:1])[N:3]=3)=[O:18])=[CH:15][C:10]=2[O:9][CH2:8]1, predict the reactants needed to synthesize it. The reactants are: [CH3:1][C:2]1[N:3]=[CH:4][S:5][CH:6]=1.[O:7]1[C:11]2[CH:12]=[CH:13][C:14]([CH2:16][C:17](N(OC)C)=[O:18])=[CH:15][C:10]=2[O:9][CH2:8]1.[Cl-].[NH4+]. (3) Given the product [Cl:24][C:25]1[CH:31]=[C:30]([O:32][C:33]2[C:34]3[N:41]([CH2:42][CH3:43])[CH:40]=[CH:39][C:35]=3[N:36]=[CH:37][N:38]=2)[CH:29]=[CH:28][C:26]=1[NH:27][C:15]([NH:1][C:2]1[CH:6]=[C:5]([CH3:7])[O:4][N:3]=1)=[O:16], predict the reactants needed to synthesize it. The reactants are: [NH2:1][C:2]1[CH:6]=[C:5]([CH3:7])[O:4][N:3]=1.N1C=CC=CC=1.Cl[C:15](OC1C=CC=CC=1)=[O:16].[Cl:24][C:25]1[CH:31]=[C:30]([O:32][C:33]2[C:34]3[N:41]([CH2:42][CH3:43])[CH:40]=[CH:39][C:35]=3[N:36]=[CH:37][N:38]=2)[CH:29]=[CH:28][C:26]=1[NH2:27]. (4) Given the product [Br:6][C:15]1[CH:14]=[N:8][C:9]2[C:17]([CH:16]=1)=[CH:5][C:2]([Br:1])=[C:3]([OH:4])[C:10]=2[C:11]([OH:13])=[O:12], predict the reactants needed to synthesize it. The reactants are: [Br:1][C:2](=[CH2:5])[CH:3]=[O:4].[Br:6]Br.[NH2:8][C:9]1[CH:17]=[CH:16][CH:15]=[C:14](OC)[C:10]=1[C:11]([OH:13])=[O:12]. (5) Given the product [CH2:1]([O:3][C:4](=[O:14])[CH2:5][C:6]1[NH:7][C:8](=[O:13])[CH:9]=[C:10]([N:16]2[CH2:21][CH2:20][O:19][CH:18]([CH2:22][OH:23])[CH2:17]2)[N:11]=1)[CH3:2], predict the reactants needed to synthesize it. The reactants are: [CH2:1]([O:3][C:4](=[O:14])[CH2:5][C:6]1[NH:7][C:8](=[O:13])[CH:9]=[C:10](Cl)[N:11]=1)[CH3:2].Cl.[NH:16]1[CH2:21][CH2:20][O:19][CH:18]([CH2:22][OH:23])[CH2:17]1.[Na+].[Cl-].C(Cl)Cl.